Dataset: Forward reaction prediction with 1.9M reactions from USPTO patents (1976-2016). Task: Predict the product of the given reaction. (1) Given the reactants [CH:1]1([CH2:7][NH:8][C:9]([C:11]2[C:12]([C:18]([F:21])([F:20])[F:19])=[N:13][C:14](Cl)=[N:15][CH:16]=2)=[O:10])[CH2:6][CH2:5][CH2:4][CH2:3][CH2:2]1.[Cl:22][C:23]1[CH:28]=[CH:27][C:26]([NH2:29])=[CH:25][C:24]=1[O:30][CH3:31], predict the reaction product. The product is: [CH:1]1([CH2:7][NH:8][C:9]([C:11]2[C:12]([C:18]([F:21])([F:20])[F:19])=[N:13][C:14]([NH:29][C:26]3[CH:27]=[CH:28][C:23]([Cl:22])=[C:24]([O:30][CH3:31])[CH:25]=3)=[N:15][CH:16]=2)=[O:10])[CH2:6][CH2:5][CH2:4][CH2:3][CH2:2]1. (2) The product is: [C:19]([C:18]1[N:14]([CH3:13])[CH:15]=[N:16][C:17]=1[C:21]1[CH:26]=[CH:25][CH:24]=[CH:23][CH:22]=1)#[CH:1]. Given the reactants [CH2:1]([Li])CCC.C[Si](C=[N+]=[N-])(C)C.[CH3:13][N:14]1[C:18]([CH:19]=O)=[C:17]([C:21]2[CH:26]=[CH:25][CH:24]=[CH:23][CH:22]=2)[N:16]=[CH:15]1.[Cl-].[NH4+], predict the reaction product.